Dataset: Forward reaction prediction with 1.9M reactions from USPTO patents (1976-2016). Task: Predict the product of the given reaction. Given the reactants Br[C:2]1[N:3]=[C:4]([CH3:7])[S:5][CH:6]=1.[CH3:8][O:9][C:10]1[C:16](B2OC(C)(C)C(C)(C)O2)=[CH:15][CH:14]=[CH:13][C:11]=1[NH2:12].P([O-])([O-])([O-])=O.[K+].[K+].[K+], predict the reaction product. The product is: [CH3:8][O:9][C:10]1[C:16]([C:2]2[N:3]=[C:4]([CH3:7])[S:5][CH:6]=2)=[CH:15][CH:14]=[CH:13][C:11]=1[NH2:12].